This data is from Full USPTO retrosynthesis dataset with 1.9M reactions from patents (1976-2016). The task is: Predict the reactants needed to synthesize the given product. (1) Given the product [Br:16][C:14]1[CH:15]=[C:10]([NH:8][C:6]2[S:7][C:3]([CH2:1][CH3:2])=[N:4][N:5]=2)[C:11](=[O:18])[N:12]([CH3:17])[CH:13]=1, predict the reactants needed to synthesize it. The reactants are: [CH2:1]([C:3]1[S:7][C:6]([NH2:8])=[N:5][N:4]=1)[CH3:2].Br[C:10]1[C:11](=[O:18])[N:12]([CH3:17])[CH:13]=[C:14]([Br:16])[CH:15]=1.CC1(C)C2C(=C(P(C3C=CC=CC=3)C3C=CC=CC=3)C=CC=2)OC2C(P(C3C=CC=CC=3)C3C=CC=CC=3)=CC=CC1=2.C([O-])([O-])=O.[Cs+].[Cs+]. (2) Given the product [CH3:7][O:8][C:9]1[CH:14]=[CH:13][C:12]([C:15]2[CH:16]=[CH:17][C:18]([C:21]([NH2:6])=[O:23])=[CH:19][CH:20]=2)=[CH:11][C:10]=1[C:26]1[CH:31]=[CH:30][CH:29]=[C:28]([N+:32]([O-:34])=[O:33])[CH:27]=1, predict the reactants needed to synthesize it. The reactants are: C[Al](C)C.[Cl-].[NH4+:6].[CH3:7][O:8][C:9]1[CH:14]=[CH:13][C:12]([C:15]2[CH:20]=[CH:19][C:18]([C:21]([O:23]CC)=O)=[CH:17][CH:16]=2)=[CH:11][C:10]=1[C:26]1[CH:31]=[CH:30][CH:29]=[C:28]([N+:32]([O-:34])=[O:33])[CH:27]=1. (3) Given the product [Cl:50][C:51]1[CH:59]=[CH:58][CH:57]=[C:56]([Cl:60])[C:52]=1[C:53]([N:12]1[C:13]2=[N:14][CH:15]=[C:16]([B:19]3[O:20][C:21]([CH3:26])([CH3:27])[C:22]([CH3:24])([CH3:25])[O:23]3)[CH:17]=[C:18]2[C:10]([C:8]([C:7]2[C:2]([F:1])=[C:3]([NH:29][S:30]([CH2:33][CH2:34][CH3:35])(=[O:31])=[O:32])[CH:4]=[CH:5][C:6]=2[F:28])=[O:9])=[CH:11]1)=[O:54], predict the reactants needed to synthesize it. The reactants are: [F:1][C:2]1[C:7]([C:8]([C:10]2[C:18]3[C:13](=[N:14][CH:15]=[C:16]([B:19]4[O:23][C:22]([CH3:25])([CH3:24])[C:21]([CH3:27])([CH3:26])[O:20]4)[CH:17]=3)[NH:12][CH:11]=2)=[O:9])=[C:6]([F:28])[CH:5]=[CH:4][C:3]=1[NH:29][S:30]([CH2:33][CH2:34][CH3:35])(=[O:32])=[O:31].C1(C)C=CC=CC=1.C(NC(C)C)(C)C.[Cl:50][C:51]1[CH:59]=[CH:58][CH:57]=[C:56]([Cl:60])[C:52]=1[C:53](Cl)=[O:54]. (4) The reactants are: [Cl:1][C:2]1[CH:3]=[CH:4][C:5]([O:20]CC2C=CC(Cl)=CC=2F)=[C:6]([CH2:8][C:9]2[N:14]=[C:13]([C:15]([O:17]CC)=[O:16])[CH:12]=[CH:11][CH:10]=2)[CH:7]=1.C[S-].[Na+].CN(C)C=O. Given the product [Cl:1][C:2]1[CH:3]=[CH:4][C:5]([OH:20])=[C:6]([CH2:8][C:9]2[N:14]=[C:13]([C:15]([OH:17])=[O:16])[CH:12]=[CH:11][CH:10]=2)[CH:7]=1, predict the reactants needed to synthesize it. (5) Given the product [CH:1]([NH:11][C:14]1[CH:25]=[CH:24][C:23]([O:26][C:27]2[CH:32]=[CH:31][CH:30]=[CH:29][CH:28]=2)=[CH:22][C:15]=1[C:16]([NH:18][CH:19]([CH3:21])[CH3:20])=[O:17])=[O:2], predict the reactants needed to synthesize it. The reactants are: [CH:1](O)=[O:2].C(OC(=O)C)(=O)C.[N+:11]([C:14]1[CH:25]=[CH:24][C:23]([O:26][C:27]2[CH:32]=[CH:31][CH:30]=[CH:29][CH:28]=2)=[CH:22][C:15]=1[C:16]([NH:18][CH:19]([CH3:21])[CH3:20])=[O:17])([O-])=O. (6) Given the product [CH3:11][C:10]1[C:6]2[C:4](=[O:3])[NH:22][C:21]([S:20][CH3:19])=[N:18][C:7]=2[S:8][C:9]=1[C:12]1[CH:17]=[CH:16][CH:15]=[CH:14][CH:13]=1, predict the reactants needed to synthesize it. The reactants are: C([O:3][C:4]([C:6]1[C:10]([CH3:11])=[C:9]([C:12]2[CH:17]=[CH:16][CH:15]=[CH:14][CH:13]=2)[S:8][C:7]=1[NH2:18])=O)C.[CH3:19][S:20][C:21]#[N:22].Cl. (7) The reactants are: [Cl:1][C:2]1[CH:3]=[CH:4][C:5]([C:8]([F:18])([F:17])[CH2:9][N:10]2[CH2:15][CH2:14][CH:13]([NH2:16])[CH2:12][CH2:11]2)=[N:6][CH:7]=1.Cl[C:20]1[C:21]2[CH:28]=[CH:27][NH:26][C:22]=2[N:23]=[CH:24][N:25]=1.CCN(C(C)C)C(C)C. Given the product [Cl:1][C:2]1[CH:3]=[CH:4][C:5]([C:8]([F:18])([F:17])[CH2:9][N:10]2[CH2:15][CH2:14][CH:13]([NH:16][C:20]3[C:21]4[CH:28]=[CH:27][NH:26][C:22]=4[N:23]=[CH:24][N:25]=3)[CH2:12][CH2:11]2)=[N:6][CH:7]=1, predict the reactants needed to synthesize it. (8) The reactants are: [C-:1]#[N:2].[K+].C([O-])(=O)C.[NH4+:8].[CH2:9]([O:12][CH2:13][CH2:14][N:15]([CH3:37])[C:16](=[O:36])[C:17]1[CH:22]=[CH:21][C:20]([CH2:23][CH2:24][S:25]([N:28]2[CH2:33][CH2:32][C:31](=O)[CH2:30][CH2:29]2)(=[O:27])=[O:26])=[C:19]([CH3:35])[CH:18]=1)[CH:10]=[CH2:11].C(=O)(O)[O-].[Na+]. Given the product [CH2:9]([O:12][CH2:13][CH2:14][N:15]([CH3:37])[C:16](=[O:36])[C:17]1[CH:22]=[CH:21][C:20]([CH2:23][CH2:24][S:25]([N:28]2[CH2:33][CH2:32][C:31]([NH2:8])([C:1]#[N:2])[CH2:30][CH2:29]2)(=[O:26])=[O:27])=[C:19]([CH3:35])[CH:18]=1)[CH:10]=[CH2:11], predict the reactants needed to synthesize it. (9) Given the product [CH3:8][S:9][CH2:10][CH2:11][C:12]([N:14]=[C:15]=[S:16])=[O:13].[CH3:17][O:18][C:19]1[CH:20]=[C:21]2[C:26](=[CH:27][C:28]=1[O:29][CH3:30])[N:25]=[CH:24][CH:1]=[C:22]2[O:31][C:32]1[CH:38]=[CH:37][C:35]([NH:36][C:15]([NH:14][C:12](=[O:13])[CH2:11][CH2:10][S:9][CH3:8])=[S:16])=[CH:34][C:33]=1[F:39], predict the reactants needed to synthesize it. The reactants are: [CH3:1]SCCC(Cl)=O.[CH3:8][S:9][CH2:10][CH2:11][C:12]([N:14]=[C:15]=[S:16])=[O:13].[CH3:17][O:18][C:19]1[CH:20]=[C:21]2[C:26](=[CH:27][C:28]=1[O:29][CH3:30])[N:25]=[CH:24]N=[C:22]2[O:31][C:32]1[CH:38]=[CH:37][C:35]([NH2:36])=[CH:34][C:33]=1[F:39].C1(C)C=CC=CC=1. (10) The reactants are: C(N(C(C)C)CC)(C)C.[CH3:10][C:11]1[C:16]2[C:17](=[O:31])[O:18][C:19]([C:21]3[C:30]4[C:25](=[CH:26][CH:27]=[CH:28][CH:29]=4)[CH:24]=[CH:23][CH:22]=3)=[N:20][C:15]=2[CH:14]=[CH:13][CH:12]=1.[CH:32]1([CH2:38][NH2:39])[CH2:37][CH2:36][CH2:35][CH2:34][CH2:33]1. Given the product [CH:32]1([CH2:38][NH:39][C:17]([C:16]2[C:11]([CH3:10])=[CH:12][CH:13]=[CH:14][C:15]=2[NH:20][C:19]([C:21]2[C:30]3[C:25](=[CH:26][CH:27]=[CH:28][CH:29]=3)[CH:24]=[CH:23][CH:22]=2)=[O:18])=[O:31])[CH2:37][CH2:36][CH2:35][CH2:34][CH2:33]1, predict the reactants needed to synthesize it.